From a dataset of Reaction yield outcomes from USPTO patents with 853,638 reactions. Predict the reaction yield, written as a fraction of the theoretical maximum amount of product (1.0 means a 100% yield; for example, 0.34 means a 34% yield). (1) The catalyst is C(Cl)Cl. The yield is 0.370. The reactants are Cl.[CH3:2][N:3]([CH3:10])[CH2:4]/[CH:5]=[CH:6]/[C:7](O)=[O:8].CN(C(ON1N=NC2C=CC=NC1=2)=[N+](C)C)C.F[P-](F)(F)(F)(F)F.[O:35]([C:42]1[CH:47]=[CH:46][C:45]([C:48]2[C:59]([C:60]([NH2:62])=[O:61])=[C:51]3[NH:52][C:53]4[CH2:58][CH2:57][NH:56][CH2:55][C:54]=4[N:50]3[N:49]=2)=[CH:44][CH:43]=1)[C:36]1[CH:41]=[CH:40][CH:39]=[CH:38][CH:37]=1. The product is [CH3:2][N:3]([CH3:10])[CH2:4]/[CH:5]=[CH:6]/[C:7]([N:56]1[CH2:57][CH2:58][C:53]2[NH:52][C:51]3[N:50]([N:49]=[C:48]([C:45]4[CH:44]=[CH:43][C:42]([O:35][C:36]5[CH:41]=[CH:40][CH:39]=[CH:38][CH:37]=5)=[CH:47][CH:46]=4)[C:59]=3[C:60]([NH2:62])=[O:61])[C:54]=2[CH2:55]1)=[O:8]. (2) The reactants are [CH2:1]([N:4]1[C:17]2[C:8](=[C:9]3[C:14](=[CH:15][CH:16]=2)[N:13]=[C:12]([O:18][CH:19]([CH3:21])[CH3:20])[CH:11]=[C:10]3[C:22]([F:25])([F:24])[F:23])[O:7][CH2:6][C@H:5]1[CH2:26][CH3:27])[CH:2]=[CH2:3].CCN(CC)CC. The catalyst is CCOC(C)=O.[Pd]. The product is [CH2:26]([C@@H:5]1[CH2:6][O:7][C:8]2=[C:9]3[C:14](=[CH:15][CH:16]=[C:17]2[N:4]1[CH2:1][CH2:2][CH3:3])[N:13]=[C:12]([O:18][CH:19]([CH3:20])[CH3:21])[CH:11]=[C:10]3[C:22]([F:23])([F:25])[F:24])[CH3:27]. The yield is 0.960. (3) The reactants are COC1C=CC(C[N:8]2[C:12]3[CH:13]=[N:14][C:15]4[CH:16]=[CH:17][C:18]([C:21]5[CH:22]=[N:23][CH:24]=[CH:25][CH:26]=5)=[CH:19][C:20]=4[C:11]=3[CH:10]=[N:9]2)=CC=1.C(O)(C(F)(F)F)=O. No catalyst specified. The product is [N:23]1[CH:24]=[CH:25][CH:26]=[C:21]([C:18]2[CH:17]=[CH:16][C:15]3[N:14]=[CH:13][C:12]4[NH:8][N:9]=[CH:10][C:11]=4[C:20]=3[CH:19]=2)[CH:22]=1. The yield is 0.820. (4) The reactants are [F:1][C:2]1[CH:7]=[CH:6][CH:5]=[CH:4][C:3]=1[C:8]1[CH:13]=[CH:12][C:11]([C:14]([O:16]C)=[O:15])=[CH:10][C:9]=1[CH2:18][O:19][CH3:20].CO.O.O.[OH-].[Li+]. The catalyst is C1COCC1. The product is [F:1][C:2]1[CH:7]=[CH:6][CH:5]=[CH:4][C:3]=1[C:8]1[CH:13]=[CH:12][C:11]([C:14]([OH:16])=[O:15])=[CH:10][C:9]=1[CH2:18][O:19][CH3:20]. The yield is 0.920. (5) The reactants are [OH-:1].[Na+:2].C([OH:5])C.[CH:6]1[N:10]=[CH:9][N:8]([CH2:11][C:12]([P:18]([OH:21])([OH:20])=[O:19])([P:14]([OH:17])([OH:16])=[O:15])[OH:13])[CH:7]=1. The catalyst is O. The product is [CH:6]1[N:10]=[CH:9][N:8]([CH2:11][C:12]([P:14]([O-:17])([OH:16])=[O:15])([P:18]([O-:20])([OH:21])=[O:19])[OH:13])[CH:7]=1.[OH2:5].[OH2:1].[OH2:5].[OH2:5].[Na+:2].[Na+:2]. The yield is 0.980. (6) The reactants are [NH2:1][C:2]1[N:7]=[CH:6][CH:5]=[CH:4][N:3]=1.[CH3:8][O:9][C:10]1[CH:17]=[CH:16][C:13]([CH:14]=O)=[CH:12][CH:11]=1.C(O[BH-](OC(=O)C)OC(=O)C)(=O)C.[Na+]. The catalyst is C(Cl)Cl.CC(C)[O-].CC(C)[O-].CC(C)[O-].[Ti](Cl)(Cl)(Cl)Cl. The product is [CH3:8][O:9][C:10]1[CH:17]=[CH:16][C:13]([CH2:14][NH:1][C:2]2[N:7]=[CH:6][CH:5]=[CH:4][N:3]=2)=[CH:12][CH:11]=1. The yield is 0.520. (7) The product is [Br:1][C:2]1[CH:3]=[C:4]([N:18]2[C:22]3=[N:23][CH:24]=[CH:25][CH:26]=[C:21]3[C:20]([C:27]([O:29][CH3:30])=[O:28])=[N:19]2)[CH:5]=[C:6]([CH:8]([OH:10])[CH3:9])[CH:7]=1. The reactants are [Br:1][C:2]1[CH:3]=[C:4]([N:18]2[C:22]3=[N:23][CH:24]=[CH:25][CH:26]=[C:21]3[C:20]([C:27]([O:29][CH3:30])=[O:28])=[N:19]2)[CH:5]=[C:6]([CH:8]([O:10][Si](C(C)(C)C)(C)C)[CH3:9])[CH:7]=1.[F-].C([N+](CCCC)(CCCC)CCCC)CCC. The catalyst is O1CCCC1. The yield is 0.650. (8) The reactants are [Cl:1][C:2]1[CH:14]=[C:13]([Cl:15])[CH:12]=[CH:11][C:3]=1[O:4][C:5]([CH3:10])([CH3:9])[C:6](O)=[O:7].CC[N:18]=C=NCCCN(C)C.C1C=CC2N(O)N=NC=2C=1.C(N(CC)CC)C. The catalyst is C(Cl)Cl. The product is [Cl:1][C:2]1[CH:14]=[C:13]([Cl:15])[CH:12]=[CH:11][C:3]=1[O:4][C:5]([CH3:10])([CH3:9])[C:6]([NH2:18])=[O:7]. The yield is 0.760.